From a dataset of Catalyst prediction with 721,799 reactions and 888 catalyst types from USPTO. Predict which catalyst facilitates the given reaction. (1) Reactant: [CH3:1][N:2]([CH3:20])[N:3]1[C:12]2[C:7](=[CH:8][C:9]([I:13])=[CH:10][CH:11]=2)[C:6](=[O:14])[C:5]([C:15]([O:17]CC)=[O:16])=[CH:4]1.[OH-].[Na+]. Product: [CH3:1][N:2]([CH3:20])[N:3]1[C:12]2[C:7](=[CH:8][C:9]([I:13])=[CH:10][CH:11]=2)[C:6](=[O:14])[C:5]([C:15]([OH:17])=[O:16])=[CH:4]1. The catalyst class is: 7. (2) Reactant: [F:1][C:2]1[CH:3]=[C:4]2[C:8](=[CH:9][CH:10]=1)[NH:7][C:6](=[O:11])[CH2:5]2.C[Si]([N-][Si](C)(C)C)(C)C.[Li+].[CH2:22]([CH:24]1[O:28][C:27](=O)[C:26]2[S:30][CH:31]=[CH:32][C:25]1=2)[CH3:23].Cl. Product: [CH2:22]([CH:24]1[O:28][C:27](=[C:5]2[C:4]3[C:8](=[CH:9][CH:10]=[C:2]([F:1])[CH:3]=3)[NH:7][C:6]2=[O:11])[C:26]2[S:30][CH:31]=[CH:32][C:25]1=2)[CH3:23]. The catalyst class is: 1.